From a dataset of Forward reaction prediction with 1.9M reactions from USPTO patents (1976-2016). Predict the product of the given reaction. (1) Given the reactants [S:1]1[CH:5]=[CH:4][CH:3]=[C:2]1[CH2:6][C:7]([NH:9][C:10]1[CH:11]=[CH:12][C:13]2[N:18]=[C:17]([NH:19][C@H:20]([C:28]([OH:30])=[O:29])[CH2:21][C:22]3[CH:27]=[CH:26][CH:25]=[CH:24][CH:23]=3)[O:16][C:15](=[O:31])[C:14]=2[C:32]=1[CH3:33])=[O:8].N1(C(N)=O)CCC[CH2:35]1, predict the reaction product. The product is: [S:1]1[CH:5]=[CH:4][CH:3]=[C:2]1[CH2:6][C:7]([NH:9][C:10]1[CH:11]=[CH:12][C:13]2[N:18]=[C:17]([NH:19][C@H:20]([C:28]([O:30][CH3:35])=[O:29])[CH2:21][C:22]3[CH:23]=[CH:24][CH:25]=[CH:26][CH:27]=3)[O:16][C:15](=[O:31])[C:14]=2[C:32]=1[CH3:33])=[O:8]. (2) Given the reactants [CH3:1][O:2][C:3](/[C:5](=[CH:10]/[C:11]1[CH:16]=[CH:15][CH:14]=[C:13]([N+:17]([O-])=O)[CH:12]=1)/[CH2:6][C:7]([OH:9])=[O:8])=[O:4].C(O)(=O)C, predict the reaction product. The product is: [CH3:1][O:2][C:3](/[C:5](=[CH:10]/[C:11]1[CH:16]=[CH:15][CH:14]=[C:13]([NH2:17])[CH:12]=1)/[CH2:6][C:7]([OH:9])=[O:8])=[O:4]. (3) Given the reactants O=[C:2]([CH2:8][C:9](=O)[CH2:10][CH3:11])[C:3]([O:5][CH2:6][CH3:7])=[O:4].[CH3:13][NH:14][NH2:15], predict the reaction product. The product is: [CH2:10]([C:9]1[N:14]([CH3:13])[N:15]=[C:2]([C:3]([O:5][CH2:6][CH3:7])=[O:4])[CH:8]=1)[CH3:11]. (4) The product is: [Br:1][C:2]1[CH:7]=[N:6][C:5]2=[N:8][C:10]([OH:16])=[C:11]([OH:12])[N:9]=[C:4]2[CH:3]=1. Given the reactants [Br:1][C:2]1[CH:3]=[C:4]([NH2:9])[C:5]([NH2:8])=[N:6][CH:7]=1.[C:10](OCC)(=[O:16])[C:11](OCC)=[O:12], predict the reaction product. (5) Given the reactants FC(F)(F)C(O)=O.[Cl:8][C:9]1[N:14]=[N:13][C:12]([NH:15][NH2:16])=[C:11]([CH:17]2[CH2:19][CH2:18]2)[CH:10]=1.[N:20]#[C:21]Br, predict the reaction product. The product is: [Cl:8][C:9]1[CH:10]=[C:11]([CH:17]2[CH2:19][CH2:18]2)[C:12]2[N:13]([C:21]([NH2:20])=[N:16][N:15]=2)[N:14]=1. (6) The product is: [C:22]([OH:23])(=[O:25])/[CH:1]=[CH:2]\[C:3]([OH:29])=[O:50].[F:6][C:7]1[CH:8]=[C:9]2[C:17](=[CH:18][CH:19]=1)[NH:16][C:15]1[CH2:14][CH2:13][C@H:12]([CH2:20][NH:21][CH2:33][C@@H:32]3[O:23][C:45]4=[C:44]5[C:49](=[CH:48][CH:47]=[C:46]4[O:50][CH2:38]3)[N:39]=[C:40]([CH3:41])[CH:42]=[CH:43]5)[CH2:11][C:10]2=1. Given the reactants [C:1](#N)[CH2:2][CH2:3]C.[F:6][C:7]1[CH:8]=[C:9]2[C:17](=[CH:18][CH:19]=1)[NH:16][C:15]1[CH2:14][CH2:13][C@H:12]([CH2:20][NH2:21])[CH2:11][C:10]2=1.[C:22](=[O:25])([O-])[O-:23].[K+].[K+].S([C:32]1[CH:38]=CC(Br)=C[CH:33]=1)(O)(=O)=[O:29].[N:39]1[C:49]2[C:44](=[CH:45][CH:46]=[CH:47][CH:48]=2)[CH:43]=[CH:42][C:40]=1[CH3:41].[OH2:50], predict the reaction product. (7) Given the reactants C([NH:4][C:5]1[S:6][C:7]2[C:16]3[CH:15]=[CH:14][C:13]([C:17]([OH:19])=[O:18])=[CH:12][C:11]=3[NH:10][C:9](=[O:20])[C:8]=2[N:21]=1)(=O)C.Cl, predict the reaction product. The product is: [NH2:4][C:5]1[S:6][C:7]2[C:16]3[CH:15]=[CH:14][C:13]([C:17]([OH:19])=[O:18])=[CH:12][C:11]=3[NH:10][C:9](=[O:20])[C:8]=2[N:21]=1. (8) The product is: [CH3:20][N:12]([C:8]1[CH:9]=[CH:10][CH:11]=[C:6]([N+:3]([O-:5])=[O:4])[CH:7]=1)[C:13](=[O:19])[O:14][C:15]([CH3:16])([CH3:18])[CH3:17]. Given the reactants [H-].[Na+].[N+:3]([C:6]1[CH:7]=[C:8]([NH:12][C:13](=[O:19])[O:14][C:15]([CH3:18])([CH3:17])[CH3:16])[CH:9]=[CH:10][CH:11]=1)([O-:5])=[O:4].[CH3:20]I, predict the reaction product. (9) The product is: [CH2:1]([O:8][C:9]([C:11]1[C:19]2[C:14](=[CH:15][CH:16]=[C:17]([CH2:20][CH2:21][N:28]3[CH2:32][CH2:31][CH2:30][CH2:29]3)[CH:18]=2)[NH:13][C:12]=1[CH3:27])=[O:10])[C:2]1[CH:7]=[CH:6][CH:5]=[CH:4][CH:3]=1. Given the reactants [CH2:1]([O:8][C:9]([C:11]1[C:19]2[C:14](=[CH:15][CH:16]=[C:17]([CH2:20][CH2:21]OS(C)(=O)=O)[CH:18]=2)[NH:13][C:12]=1[CH3:27])=[O:10])[C:2]1[CH:7]=[CH:6][CH:5]=[CH:4][CH:3]=1.[NH:28]1[CH2:32][CH2:31][CH2:30][CH2:29]1, predict the reaction product. (10) Given the reactants [C:1]([CH2:3][C:4]([O:6][CH2:7][CH3:8])=[O:5])#[N:2].[H-].[Na+].Br[CH2:12][C:13]([C:15]1[CH:20]=[CH:19][CH:18]=[CH:17][CH:16]=1)=[O:14], predict the reaction product. The product is: [C:1]([CH:3]([CH2:12][C:13](=[O:14])[C:15]1[CH:20]=[CH:19][CH:18]=[CH:17][CH:16]=1)[C:4]([O:6][CH2:7][CH3:8])=[O:5])#[N:2].